This data is from Forward reaction prediction with 1.9M reactions from USPTO patents (1976-2016). The task is: Predict the product of the given reaction. (1) The product is: [CH2:1]([C:3]1[C:8]([O:9][C:10]2[CH:15]=[CH:14][N:13]=[C:12]([C:16]3[CH:17]=[N:18][N:19]([CH3:21])[CH:20]=3)[CH:11]=2)=[CH:7][CH:6]=[C:5]([NH:24][NH2:25])[N:4]=1)[CH3:2]. Given the reactants [CH2:1]([C:3]1[C:8]([O:9][C:10]2[CH:15]=[CH:14][N:13]=[C:12]([C:16]3[CH:17]=[N:18][N:19]([CH3:21])[CH:20]=3)[CH:11]=2)=[CH:7][CH:6]=[C:5](F)[N:4]=1)[CH3:2].O.[NH2:24][NH2:25].C([O-])(O)=O.[Na+], predict the reaction product. (2) Given the reactants [C:1]1([N:7]2[C:25](=[O:26])[C:10]3=[CH:11][NH:12][C:13]4[CH:14]=[CH:15][C:16]([N:19]5[CH2:24][CH2:23]N[CH2:21][CH2:20]5)=[N:17][C:18]=4[C:9]3=[N:8]2)[CH:6]=[CH:5][CH:4]=[CH:3][CH:2]=1.N1CCCC1, predict the reaction product. The product is: [C:1]1([N:7]2[C:25](=[O:26])[C:10]3=[CH:11][NH:12][C:13]4[CH:14]=[CH:15][C:16]([N:19]5[CH2:24][CH2:23][CH2:21][CH2:20]5)=[N:17][C:18]=4[C:9]3=[N:8]2)[CH:2]=[CH:3][CH:4]=[CH:5][CH:6]=1. (3) Given the reactants [CH3:1][O:2][C:3]1[CH:4]=[C:5]([CH:15]=[CH:16][C:17]=1[N+:18]([O-])=O)[O:6][CH2:7][CH2:8][N:9]1[CH2:14][CH2:13][CH2:12][CH2:11][CH2:10]1.[H][H], predict the reaction product. The product is: [CH3:1][O:2][C:3]1[CH:4]=[C:5]([O:6][CH2:7][CH2:8][N:9]2[CH2:10][CH2:11][CH2:12][CH2:13][CH2:14]2)[CH:15]=[CH:16][C:17]=1[NH2:18]. (4) Given the reactants [Cl:1][C:2]1[CH:18]=[CH:17][C:16]([Cl:19])=[CH:15][C:3]=1[O:4][CH2:5][C:6]1[CH:7]=[C:8]([CH:12]=[CH:13][N:14]=1)[C:9]([OH:11])=O.[CH3:20][C:21]1[CH:26]=[C:25]([CH3:27])[N:24]=[C:23]([NH2:28])[CH:22]=1, predict the reaction product. The product is: [Cl:1][C:2]1[CH:18]=[CH:17][C:16]([Cl:19])=[CH:15][C:3]=1[O:4][CH2:5][C:6]1[CH:7]=[C:8]([CH:12]=[CH:13][N:14]=1)[C:9]([NH:28][C:23]1[CH:22]=[C:21]([CH3:20])[CH:26]=[C:25]([CH3:27])[N:24]=1)=[O:11]. (5) Given the reactants C[C:2]1[NH:3][C:4]2[C:9]([CH:10]=1)=[CH:8][CH:7]=[CH:6][CH:5]=2.[H-].[Na+].[Br:13][CH2:14][CH2:15][CH2:16][CH2:17]Br.CN1C(=O)N(C)C[CH2:22][CH2:21]1, predict the reaction product. The product is: [Br:13][CH2:14][CH2:15][CH2:16][CH2:17][N:3]1[C:4]2[C:9](=[CH:8][CH:7]=[CH:6][CH:5]=2)[C:10]([CH2:21][CH3:22])=[CH:2]1. (6) Given the reactants [CH3:1][N:2]([CH3:35])[C:3]([C:5]1[CH:6]=[C:7]([CH2:31][C:32]([OH:34])=[O:33])[CH:8]=[CH:9][C:10]=1[NH:11][C:12]([C:14]1[CH:19]=[CH:18][CH:17]=[C:16]([CH3:20])[C:15]=1[C:21]1[CH:26]=[CH:25][C:24]([C:27]([F:30])([F:29])[F:28])=[CH:23][CH:22]=1)=[O:13])=[O:4].O[CH2:37][C@@:38]1([C:49]([O:51][CH2:52][CH3:53])=[O:50])[C:46]2[C:41](=[CH:42][CH:43]=[CH:44][CH:45]=2)[C:40](=[O:47])[N:39]1[CH3:48].C(N=C=NCCCN(C)C)C.Cl, predict the reaction product. The product is: [CH3:35][N:2]([CH3:1])[C:3]([C:5]1[CH:6]=[C:7]([CH2:31][C:32]([O:34][CH2:37][C@@:38]2([C:49]([O:51][CH2:52][CH3:53])=[O:50])[C:46]3[C:41](=[CH:42][CH:43]=[CH:44][CH:45]=3)[C:40](=[O:47])[N:39]2[CH3:48])=[O:33])[CH:8]=[CH:9][C:10]=1[NH:11][C:12]([C:14]1[CH:19]=[CH:18][CH:17]=[C:16]([CH3:20])[C:15]=1[C:21]1[CH:26]=[CH:25][C:24]([C:27]([F:29])([F:28])[F:30])=[CH:23][CH:22]=1)=[O:13])=[O:4]. (7) Given the reactants C(=O)([O-])[O-].[K+].[K+].[CH2:7](Br)[C:8]1[CH:13]=[CH:12][CH:11]=[CH:10][CH:9]=1.[F:15][C:16]1[CH:17]=[CH:18][C:19]([N+:23]([O-:25])=[O:24])=[C:20]([OH:22])[CH:21]=1.O, predict the reaction product. The product is: [CH2:7]([O:22][C:20]1[CH:21]=[C:16]([F:15])[CH:17]=[CH:18][C:19]=1[N+:23]([O-:25])=[O:24])[C:8]1[CH:13]=[CH:12][CH:11]=[CH:10][CH:9]=1.